Dataset: Reaction yield outcomes from USPTO patents with 853,638 reactions. Task: Predict the reaction yield, written as a fraction of the theoretical maximum amount of product (1.0 means a 100% yield; for example, 0.34 means a 34% yield). (1) The reactants are [CH3:1][O:2][CH2:3]/[CH:4]=[CH:5]/[C:6]1[C:16]2[O:15][CH2:14][CH2:13][N:12]([C:17]([O:19][C:20]([CH3:23])([CH3:22])[CH3:21])=[O:18])[CH2:11][C:10]=2[CH:9]=[CH:8][CH:7]=1. The catalyst is [Pd].CO. The product is [CH3:1][O:2][CH2:3][CH2:4][CH2:5][C:6]1[C:16]2[O:15][CH2:14][CH2:13][N:12]([C:17]([O:19][C:20]([CH3:23])([CH3:22])[CH3:21])=[O:18])[CH2:11][C:10]=2[CH:9]=[CH:8][CH:7]=1. The yield is 0.850. (2) The reactants are [CH3:1][O:2][C:3](=[O:14])[C@H:4]([CH2:6][C:7]1[CH:12]=[CH:11][C:10]([OH:13])=[CH:9][CH:8]=1)[NH2:5].[C:15]([CH2:23][C:24]([CH3:26])=O)(=[O:22])[C:16]1[CH:21]=[CH:20][CH:19]=[N:18][CH:17]=1. The catalyst is CO. The product is [CH3:1][O:2][C:3](=[O:14])[CH:4]([NH:5][C:24]([CH3:26])=[CH:23][C:15](=[O:22])[C:16]1[CH:17]=[N:18][CH:19]=[CH:20][CH:21]=1)[CH2:6][C:7]1[CH:8]=[CH:9][C:10]([OH:13])=[CH:11][CH:12]=1. The yield is 0.790. (3) The reactants are ClC(N(C)C)=C(C)C.[CH3:9][O:10][C:11]1[CH:12]=[C:13]([CH:17]=[CH:18][CH:19]=1)[C:14]([OH:16])=O.[NH2:20][C:21]1[N:25](C(OC(C)(C)C)=O)[N:24]=[C:23]([CH2:33][CH2:34][C:35]2[CH:40]=[C:39]([O:41][CH3:42])[CH:38]=[C:37]([O:43][CH3:44])[CH:36]=2)[CH:22]=1.N1C=CC=CC=1.C(O)(C(F)(F)F)=O. The catalyst is C(Cl)Cl. The product is [CH3:42][O:41][C:39]1[CH:40]=[C:35]([CH2:34][CH2:33][C:23]2[NH:24][N:25]=[C:21]([NH:20][C:14](=[O:16])[C:13]3[CH:17]=[CH:18][CH:19]=[C:11]([O:10][CH3:9])[CH:12]=3)[CH:22]=2)[CH:36]=[C:37]([O:43][CH3:44])[CH:38]=1. The yield is 0.590. (4) The reactants are [F:1][C:2]([F:13])([F:12])[C:3]1[C:11]2[CH2:10][CH2:9][CH2:8][CH2:7][C:6]=2[NH:5][N:4]=1.I[C:15]1[CH:23]=[CH:22][C:18]([C:19]([OH:21])=[O:20])=[CH:17][CH:16]=1.CN(C)CC(O)=O.C(=O)([O-])[O-].[K+].[K+]. The catalyst is CS(C)=O.[Cu]I. The product is [F:13][C:2]([F:1])([F:12])[C:3]1[C:11]2[CH2:10][CH2:9][CH2:8][CH2:7][C:6]=2[N:5]([C:15]2[CH:23]=[CH:22][C:18]([C:19]([OH:21])=[O:20])=[CH:17][CH:16]=2)[N:4]=1. The yield is 1.00. (5) The reactants are CC(O)C.[NH2:5][CH2:6][C:7](=[C:9]1[CH2:14][CH2:13][CH2:12][N:11]([C:15]2[C:24]([O:25][CH3:26])=[C:23]3[C:18]([C:19](=[O:33])[C:20]([C:30]([OH:32])=[O:31])=[CH:21][N:22]3[CH:27]3[CH2:29][CH2:28]3)=[CH:17][C:16]=2[F:34])[CH2:10]1)[F:8].[ClH:35]. The catalyst is O. The product is [ClH:35].[NH2:5][CH2:6][C:7](=[C:9]1[CH2:14][CH2:13][CH2:12][N:11]([C:15]2[C:24]([O:25][CH3:26])=[C:23]3[C:18]([C:19](=[O:33])[C:20]([C:30]([OH:32])=[O:31])=[CH:21][N:22]3[CH:27]3[CH2:29][CH2:28]3)=[CH:17][C:16]=2[F:34])[CH2:10]1)[F:8]. The yield is 0.764. (6) The reactants are C([O:4][C@H:5]1[C@@H:10]([O:11]C(=O)C)[C@H:9]([O:15]C(=O)C)[C@@H:8]([CH2:19][O:20]C(=O)C)[O:7][C@@H:6]1[O:24][C:25]1[CH:30]=[CH:29][C:28]([N:31]2[C:35]3=[N:36][CH:37]=[C:38]([C:40]#[N:41])[CH:39]=[C:34]3[CH:33]=[CH:32]2)=[CH:27][C:26]=1[Cl:42])(=O)C. The catalyst is CO. The product is [Cl:42][C:26]1[CH:27]=[C:28]([N:31]2[C:35]3=[N:36][CH:37]=[C:38]([C:40]#[N:41])[CH:39]=[C:34]3[CH:33]=[CH:32]2)[CH:29]=[CH:30][C:25]=1[O:24][C@H:6]1[O:7][C@H:8]([CH2:19][OH:20])[C@@H:9]([OH:15])[C@H:10]([OH:11])[C@@H:5]1[OH:4]. The yield is 0.910.